Dataset: Catalyst prediction with 721,799 reactions and 888 catalyst types from USPTO. Task: Predict which catalyst facilitates the given reaction. (1) Reactant: [CH3:1][C:2]([CH3:10])([C:5](=O)[CH2:6][C:7]#[N:8])[C:3]#[N:4].[CH3:11][NH:12][NH2:13].Cl. Product: [NH2:8][C:7]1[N:12]([CH3:11])[N:13]=[C:5]([C:2]([CH3:10])([CH3:1])[C:3]#[N:4])[CH:6]=1. The catalyst class is: 14. (2) Reactant: Cl.[CH3:2][N:3]([CH3:8])[C:4](=[O:7])[CH2:5][NH2:6].C(N(CC)CC)C.S=[C:17]1[CH2:21][S:20][C:19](=[O:22])[NH:18]1. Product: [CH3:2][N:3]([CH3:8])[C:4](=[O:7])[CH2:5][NH:6][C:17]1[CH2:21][S:20][C:19](=[O:22])[N:18]=1. The catalyst class is: 8. (3) Reactant: [CH2:1]([O:3][C:4]([C:6]1[C:10]([C:11]2[CH:16]=[CH:15][C:14]([O:17][CH2:18][C:19]([CH2:24][CH:25]=[CH2:26])([OH:23])[CH2:20]C=C)=[CH:13][CH:12]=2)=[C:9]([Cl:27])[S:8][C:7]=1[NH:28][C:29](=[O:33])[CH2:30][C:31]#[N:32])=[O:5])[CH3:2]. Product: [CH2:1]([O:3][C:4]([C:6]1[C:10]([C:11]2[CH:12]=[CH:13][C:14]([O:17][CH2:18][C:19]3([OH:23])[CH2:20][CH:26]=[CH:25][CH2:24]3)=[CH:15][CH:16]=2)=[C:9]([Cl:27])[S:8][C:7]=1[NH:28][C:29](=[O:33])[CH2:30][C:31]#[N:32])=[O:5])[CH3:2]. The catalyst class is: 2.